Dataset: HIV replication inhibition screening data with 41,000+ compounds from the AIDS Antiviral Screen. Task: Binary Classification. Given a drug SMILES string, predict its activity (active/inactive) in a high-throughput screening assay against a specified biological target. (1) The molecule is CN(c1ccccc1Cl)S(=O)(=O)c1ccccc1. The result is 0 (inactive). (2) The molecule is COc1ccc2cc(C(C)C(O)c3cc(F)c(F)c(F)c3F)ccc2c1. The result is 0 (inactive). (3) The drug is CC(=O)C1(O)CCC2C3CC(C)C4=CC(=O)C=CC4(C)C3(F)C(O)CC21C. The result is 0 (inactive). (4) The result is 0 (inactive). The compound is CC1(C)C2CC3OC3(C)C1C2. (5) The result is 0 (inactive). The molecule is C1CSCC2(COC2)CS1. (6) The drug is CC1OC(OC2C3C=COC(OC4OC(CO)C(O)C(O)C4O)C3C3(COC(=O)C=Cc4ccccc4)OC23)C(O)C(O)C1O. The result is 0 (inactive). (7) The drug is O=C(Nc1nc(O)c2c(ncn2CCO)n1)c1ccccc1. The result is 0 (inactive).